Dataset: Forward reaction prediction with 1.9M reactions from USPTO patents (1976-2016). Task: Predict the product of the given reaction. (1) Given the reactants C(N)C1C=CC=CC=1.[CH:9]1([CH2:12][CH2:13][NH2:14])[CH2:11][CH2:10]1.[F:15][C:16]1[CH:38]=[CH:37][C:19]([CH2:20][N:21]2[CH2:25][CH2:24][N:23]([C:26]3[CH:27]=[C:28]([CH:33]=[CH:34][N:35]=3)[C:29](OC)=[O:30])[C:22]2=[O:36])=[CH:18][CH:17]=1, predict the reaction product. The product is: [CH:9]1([CH2:12][CH2:13][NH:14][C:29](=[O:30])[C:28]2[CH:33]=[CH:34][N:35]=[C:26]([N:23]3[CH2:24][CH2:25][N:21]([CH2:20][C:19]4[CH:18]=[CH:17][C:16]([F:15])=[CH:38][CH:37]=4)[C:22]3=[O:36])[CH:27]=2)[CH2:11][CH2:10]1. (2) Given the reactants [CH3:1][O:2][C:3]1([O:18][CH3:19])[C:8]([NH:9][C:10](=[O:16])[O:11][C:12]([CH3:15])([CH3:14])[CH3:13])=[CH:7][C:6](=[O:17])[CH:5]=[CH:4]1.[OH:20]O.[OH-].[Na+], predict the reaction product. The product is: [CH3:1][O:2][C:3]1([O:18][CH3:19])[C:8]([NH:9][C:10](=[O:16])[O:11][C:12]([CH3:15])([CH3:14])[CH3:13])=[CH:7][C:6](=[O:17])[CH:5]2[CH:4]1[O:20]2. (3) Given the reactants O[CH:2]1[C:10]2[C:5](=[CH:6][CH:7]=[CH:8][C:9]=2[N+:11]([O-:13])=[O:12])[C:4](=[O:14])[N:3]1[CH2:15][CH2:16][C:17]1([CH3:22])[O:21][CH2:20][CH2:19][O:18]1.O.C([O-])(O)=O.[Na+], predict the reaction product. The product is: [N+:11]([C:9]1[CH:8]=[CH:7][CH:6]=[C:5]2[C:10]=1[CH:2]1[CH2:22][C:17]3([O:21][CH2:20][CH2:19][O:18]3)[CH2:16][CH2:15][N:3]1[C:4]2=[O:14])([O-:13])=[O:12]. (4) Given the reactants C(NC(C)C)(C)C.[Li]CCCC.[C:13]([O:17][C:18]([N:20]1[CH2:25][CH2:24][C:23](=[O:26])[CH2:22][CH2:21]1)=[O:19])([CH3:16])([CH3:15])[CH3:14].Br[CH2:28][C:29]([O:31][C:32]([CH3:35])([CH3:34])[CH3:33])=[O:30], predict the reaction product. The product is: [C:13]([O:17][C:18]([N:20]1[CH2:21][CH2:22][C:23](=[O:26])[CH:24]([CH2:28][C:29]([O:31][C:32]([CH3:35])([CH3:34])[CH3:33])=[O:30])[CH2:25]1)=[O:19])([CH3:16])([CH3:14])[CH3:15]. (5) The product is: [CH3:20][O:21][C:22](=[O:50])[C@H:23]([CH2:35][C:36]1[CH:41]=[CH:40][C:39]([C:4]2[C:3]([C:1](=[O:15])[NH2:2])=[CH:8][CH:7]=[CH:6][C:5]=2[C:9]#[N:10])=[CH:38][CH:37]=1)[NH:24][C:25](=[O:34])[C:26]1[C:27]([Cl:33])=[CH:28][CH:29]=[CH:30][C:31]=1[Cl:32]. Given the reactants [C:1]([C:3]1[CH:8]=[CH:7][CH:6]=[C:5]([C:9]#[N:10])[C:4]=1B(O)O)#[N:2].C([O-])([O-])=[O:15].[K+].[K+].[CH3:20][O:21][C:22](=[O:50])[C@H:23]([CH2:35][C:36]1[CH:41]=[CH:40][C:39](OS(C(F)(F)F)(=O)=O)=[CH:38][CH:37]=1)[NH:24][C:25](=[O:34])[C:26]1[C:31]([Cl:32])=[CH:30][CH:29]=[CH:28][C:27]=1[Cl:33], predict the reaction product. (6) The product is: [OH:2][C:3]1[CH:8]=[CH:7][CH:6]=[CH:5][C:4]=1[S:9]([C:12]1[CH:13]=[CH:14][C:15](=[O:18])[NH:16][N:17]=1)(=[O:11])=[O:10]. Given the reactants C[O:2][C:3]1[CH:8]=[CH:7][CH:6]=[CH:5][C:4]=1[S:9]([C:12]1[CH:13]=[CH:14][C:15](=[O:18])[NH:16][N:17]=1)(=[O:11])=[O:10].[Br-].[Br-].[Br-].[Al+3], predict the reaction product.